From a dataset of Peptide-MHC class I binding affinity with 185,985 pairs from IEDB/IMGT. Regression. Given a peptide amino acid sequence and an MHC pseudo amino acid sequence, predict their binding affinity value. This is MHC class I binding data. (1) The peptide sequence is ELIMKDGRKL. The MHC is HLA-A26:01 with pseudo-sequence HLA-A26:01. The binding affinity (normalized) is 0.128. (2) The peptide sequence is APAKKAAPA. The MHC is HLA-B08:02 with pseudo-sequence HLA-B08:02. The binding affinity (normalized) is 0.0847. (3) The peptide sequence is IFPGDKTSY. The MHC is HLA-A68:01 with pseudo-sequence HLA-A68:01. The binding affinity (normalized) is 0.0958.